This data is from Catalyst prediction with 721,799 reactions and 888 catalyst types from USPTO. The task is: Predict which catalyst facilitates the given reaction. (1) Reactant: [Br:1]N1C(=O)CCC1=O.N(C(C)(C)C#N)=NC(C)(C)C#N.[Cl:21][C:22]1[C:26]([CH3:27])=[CH:25][S:24][C:23]=1[C:28]([O:30][CH3:31])=[O:29]. Product: [Br:1][CH2:27][C:26]1[C:22]([Cl:21])=[C:23]([C:28]([O:30][CH3:31])=[O:29])[S:24][CH:25]=1. The catalyst class is: 53. (2) Reactant: [C:1]1([C:7]2([NH2:12])[CH2:11][CH:10]=[CH:9][CH2:8]2)[CH:6]=[CH:5][CH:4]=[CH:3][CH:2]=1.C(N(CC)CC)C.[C:20](O[C:20]([O:22][C:23]([CH3:26])([CH3:25])[CH3:24])=[O:21])([O:22][C:23]([CH3:26])([CH3:25])[CH3:24])=[O:21]. Product: [C:1]1([C:7]2([NH:12][C:20](=[O:21])[O:22][C:23]([CH3:26])([CH3:25])[CH3:24])[CH2:11][CH:10]=[CH:9][CH2:8]2)[CH:6]=[CH:5][CH:4]=[CH:3][CH:2]=1. The catalyst class is: 4. (3) Reactant: [NH2:1][C:2]([CH3:6])([CH3:5])[CH2:3][OH:4].[F:7][C:8]1[CH:16]=[CH:15][CH:14]=[C:13]([F:17])[C:9]=1[C:10](Cl)=[O:11]. Product: [F:7][C:8]1[CH:16]=[CH:15][CH:14]=[C:13]([F:17])[C:9]=1[C:10]([NH:1][C:2]([CH3:6])([CH3:5])[CH2:3][OH:4])=[O:11]. The catalyst class is: 4.